This data is from CYP2C9 inhibition data for predicting drug metabolism from PubChem BioAssay. The task is: Regression/Classification. Given a drug SMILES string, predict its absorption, distribution, metabolism, or excretion properties. Task type varies by dataset: regression for continuous measurements (e.g., permeability, clearance, half-life) or binary classification for categorical outcomes (e.g., BBB penetration, CYP inhibition). Dataset: cyp2c9_veith. (1) The compound is C[C@@H]1C(=O)O[C@@H]2C[C@]34[C@H]5C[C@@H](C(C)(C)C)[C@@]36[C@@H](OC(=O)[C@@H]6O)O[C@@]4(C(=O)O5)[C@@]12O. The result is 0 (non-inhibitor). (2) The drug is O=C(Nc1cccc2nsnc12)c1ccc(-c2cccc(Cl)c2)o1. The result is 0 (non-inhibitor). (3) The molecule is COC(=O)[C@@]1(Cc2ccc(F)cc2)[C@H]2c3cc(C(=O)N4CCCC4)n(Cc4ccccn4)c3C[C@H]2CN1C(=O)c1ccccc1. The result is 1 (inhibitor). (4) The result is 0 (non-inhibitor). The molecule is NC[C@@H]1O[C@H](COC[C@@H]2[C@@H](CO)O[C@@H](O[C@@H]3[C@@H](O)[C@@H](N)C[C@@H](N)[C@@H]3O[C@H]3O[C@@H](CN)[C@@H](O)[C@@H](O)[C@@H]3N)[C@H]2O)[C@@H](N)[C@H](O)[C@@H]1O.